Dataset: Forward reaction prediction with 1.9M reactions from USPTO patents (1976-2016). Task: Predict the product of the given reaction. Given the reactants [Mg].[Br:2][C:3]1[CH:15]=[CH:14][C:13]2[C:12]3[C:7](=[CH:8][CH:9]=[CH:10][CH:11]=3)[C:6](=[O:16])[C:5]=2[CH:4]=1, predict the reaction product. The product is: [C:12]1([C:13]2[CH:5]=[CH:4][CH:3]=[CH:15][CH:14]=2)[CH:7]=[CH:8][CH:9]=[CH:10][C:11]=1[C:6]1([OH:16])[C:5]2[CH:4]=[C:3]([Br:2])[CH:15]=[CH:14][C:13]=2[C:12]2[C:7]1=[CH:8][CH:9]=[CH:10][CH:11]=2.